Dataset: Forward reaction prediction with 1.9M reactions from USPTO patents (1976-2016). Task: Predict the product of the given reaction. (1) Given the reactants [C:1]([C:4]1[CH:5]=[C:6]([C:11]2[C:12]([C@@H:17]([NH:27][C:28](=[O:50])[CH2:29][N:30]3[C:38]4[CH2:37][CH2:36][N:35](C(OC(C)(C)C)=O)[CH2:34][C:33]=4[C:32]([C:46]([F:49])([F:48])[F:47])=[N:31]3)[CH2:18][C:19]3[CH:24]=[C:23]([F:25])[CH:22]=[C:21]([F:26])[CH:20]=3)=[N:13][CH:14]=[CH:15][CH:16]=2)[CH:7]=[CH:8][C:9]=1[F:10])(=[O:3])[NH2:2].Cl.C(OCC)C, predict the reaction product. The product is: [F:25][C:23]1[CH:24]=[C:19]([CH2:18][C@@H:17]([C:12]2[C:11]([C:6]3[CH:7]=[CH:8][C:9]([F:10])=[C:4]([CH:5]=3)[C:1]([NH2:2])=[O:3])=[CH:16][CH:15]=[CH:14][N:13]=2)[NH:27][C:28](=[O:50])[CH2:29][N:30]2[C:38]3[CH2:37][CH2:36][NH:35][CH2:34][C:33]=3[C:32]([C:46]([F:48])([F:47])[F:49])=[N:31]2)[CH:20]=[C:21]([F:26])[CH:22]=1. (2) Given the reactants [CH3:1][C:2]1[CH:6]=[C:5](C(OCC)=O)[N:4]([C:12]2[C:21]([F:22])=[CH:20][C:19]3[C:14](=[CH:15][CH:16]=[CH:17][CH:18]=3)[CH:13]=2)[N:3]=1.O[Li].[OH2:25].[OH2:26].[CH3:27]O, predict the reaction product. The product is: [CH3:27][C:2]1([C:1]([OH:26])=[O:25])[CH:6]=[CH:5][N:4]([C:12]2[C:21]([F:22])=[CH:20][C:19]3[C:14](=[CH:15][CH:16]=[CH:17][CH:18]=3)[CH:13]=2)[NH:3]1. (3) The product is: [C@H:11]1([O:34][CH2:35][C@H:36]2[O:40][C@H:39]([CH:41]([CH3:51])[CH2:42][CH2:43][CH2:44][CH2:45][CH2:46][CH2:47][CH2:48][CH:49]=[CH2:50])[C@@H:38]([OH:52])[C@@H:37]2[OH:53])[O:12][C@H:13]([CH2:24][OH:25])[C@@H:14]([OH:15])[C@@H:10]1[OH:9]. Given the reactants C([O:9][C@H:10]1[C@H:14]([O:15]C(=O)C2C=CC=CC=2)[C@@H:13]([CH2:24][O:25]C(=O)C2C=CC=CC=2)[O:12][C@@H:11]1[O:34][CH2:35][C@H:36]1[O:40][C@H:39]([CH:41]([CH3:51])[CH2:42][CH2:43][CH2:44][CH2:45][CH2:46][CH2:47][CH2:48][CH:49]=[CH2:50])[C@@H:38]([OH:52])[C@@H:37]1[OH:53])(=O)C1C=CC=CC=1, predict the reaction product. (4) Given the reactants [OH:1][C:2]1[C:10]2[N:9]=[C:8]([CH3:11])[N:7]([CH3:12])[C:6]=2[CH:5]=[C:4]([C:13]([N:15]([CH3:17])[CH3:16])=[O:14])[CH:3]=1.Cl[CH:19]1[C:28]2[C:23](=[CH:24][CH:25]=[CH:26][C:27]=2[F:29])[O:22][CH2:21][CH2:20]1, predict the reaction product. The product is: [F:29][C:27]1[CH:26]=[CH:25][CH:24]=[C:23]2[C:28]=1[CH:19]([O:1][C:2]1[C:10]3[N:9]=[C:8]([CH3:11])[N:7]([CH3:12])[C:6]=3[CH:5]=[C:4]([C:13]([N:15]([CH3:16])[CH3:17])=[O:14])[CH:3]=1)[CH2:20][CH2:21][O:22]2. (5) Given the reactants [C:1]([O:5][C:6]([NH:8][C@@H:9]1[CH2:13][CH2:12][CH2:11][C@@H:10]1[C:14]([OH:16])=[O:15])=[O:7])([CH3:4])([CH3:3])[CH3:2].[CH3:17]N(C=O)C.C(=O)([O-])[O-].[Cs+].[Cs+].CI, predict the reaction product. The product is: [C:1]([O:5][C:6]([NH:8][C@@H:9]1[CH2:13][CH2:12][CH2:11][C@@H:10]1[C:14]([O:16][CH3:17])=[O:15])=[O:7])([CH3:4])([CH3:2])[CH3:3]. (6) Given the reactants CC1C=CC(S(O[CH2:12][CH2:13][CH2:14][CH2:15][C:16]2[C:24]3[C:19](=[CH:20][CH:21]=[C:22]([C:25]#[N:26])[CH:23]=3)[NH:18][CH:17]=2)(=O)=O)=CC=1.[N:27]1([C:33]2[N:38]=[C:37]([C:39]([NH2:41])=[O:40])[CH:36]=[CH:35][N:34]=2)[CH2:32][CH2:31][NH:30][CH2:29][CH2:28]1.C(=O)([O-])[O-].[K+].[K+].[I-].[K+], predict the reaction product. The product is: [C:25]([C:22]1[CH:23]=[C:24]2[C:19](=[CH:20][CH:21]=1)[NH:18][CH:17]=[C:16]2[CH2:15][CH2:14][CH2:13][CH2:12][N:30]1[CH2:31][CH2:32][N:27]([C:33]2[N:38]=[C:37]([C:39]([NH2:41])=[O:40])[CH:36]=[CH:35][N:34]=2)[CH2:28][CH2:29]1)#[N:26]. (7) Given the reactants [C:1]([C:4]1[CH:5]=[CH:6][C:7]2[O:11][CH:10]=[CH:9][C:8]=2[CH:12]=1)(=O)[CH3:2].O=[C:14]([C:20]([O:22]CC)=[O:21])[C:15](OCC)=[O:16].O.[NH2:26][NH2:27].[OH-].[Na+].Cl, predict the reaction product. The product is: [O:11]1[C:7]2[CH:6]=[CH:5][C:4]([C:1]3[CH:2]=[C:14]([C:20]([OH:22])=[O:21])[C:15](=[O:16])[NH:26][N:27]=3)=[CH:12][C:8]=2[CH:9]=[CH:10]1. (8) Given the reactants [CH2:1]([C@@:4]1([C:20]2[CH:25]=[CH:24][CH:23]=[CH:22][CH:21]=2)[O:9][C:8](=[O:10])[N:7]([C@H:11]([C:13]2[CH:18]=[CH:17][C:16](Br)=[CH:15][CH:14]=2)[CH3:12])[CH2:6][CH2:5]1)[CH:2]=[CH2:3].[F:26][C:27]1[CH:28]=[C:29](B(O)O)[CH:30]=[N:31][CH:32]=1, predict the reaction product. The product is: [CH2:1]([C@@:4]1([C:20]2[CH:25]=[CH:24][CH:23]=[CH:22][CH:21]=2)[O:9][C:8](=[O:10])[N:7]([C@H:11]([C:13]2[CH:18]=[CH:17][C:16]([C:29]3[CH:30]=[N:31][CH:32]=[C:27]([F:26])[CH:28]=3)=[CH:15][CH:14]=2)[CH3:12])[CH2:6][CH2:5]1)[CH:2]=[CH2:3].